This data is from Catalyst prediction with 721,799 reactions and 888 catalyst types from USPTO. The task is: Predict which catalyst facilitates the given reaction. (1) Reactant: [C:1]([C:3]1([C:9]2[CH:28]=[CH:27][C:12]([O:13][CH:14]3[CH2:19][CH2:18][N:17](C(OC(C)(C)C)=O)[CH2:16][CH2:15]3)=[CH:11][CH:10]=2)[CH2:8][CH2:7][O:6][CH2:5][CH2:4]1)#[N:2].C(O)(C(F)(F)F)=O. Product: [NH:17]1[CH2:16][CH2:15][CH:14]([O:13][C:12]2[CH:11]=[CH:10][C:9]([C:3]3([C:1]#[N:2])[CH2:4][CH2:5][O:6][CH2:7][CH2:8]3)=[CH:28][CH:27]=2)[CH2:19][CH2:18]1. The catalyst class is: 4. (2) Reactant: [CH2:1]([O:19][CH:20]([CH2:64][O:65][CH2:66][CH2:67][CH2:68][CH2:69][CH2:70][CH2:71][CH2:72][CH2:73][CH2:74][CH2:75][CH2:76][CH2:77][CH2:78][CH2:79][CH2:80][CH2:81][CH2:82][CH3:83])[CH2:21][O:22][C:23](=[O:63])[NH:24][CH2:25][CH2:26][CH2:27][CH2:28][CH2:29][C:30]([N:32]1[CH2:36][CH:35]([OH:37])[CH2:34][CH:33]1[CH:38]([C:57]1[CH:62]=[CH:61][CH:60]=[CH:59][CH:58]=1)[O:39][CH:40]([C:49]1[CH:54]=[CH:53][C:52]([O:55][CH3:56])=[CH:51][CH:50]=1)[C:41]1[CH:46]=[CH:45][C:44]([O:47][CH3:48])=[CH:43][CH:42]=1)=[O:31])[CH2:2][CH2:3][CH2:4][CH2:5][CH2:6][CH2:7][CH2:8][CH2:9][CH2:10][CH2:11][CH2:12][CH2:13][CH2:14][CH2:15][CH2:16][CH2:17][CH3:18].[C:84]1(=[O:90])[O:89][C:87](=[O:88])[CH2:86][CH2:85]1.C(N(CC)CC)C. Product: [CH3:48][O:47][C:44]1[CH:43]=[CH:42][C:41]([CH:40]([C:49]2[CH:50]=[CH:51][C:52]([O:55][CH3:56])=[CH:53][CH:54]=2)[O:39][CH:38]([C:57]2[CH:62]=[CH:61][CH:60]=[CH:59][CH:58]=2)[CH:33]2[N:32]([C:30](=[O:31])[CH2:29][CH2:28][CH2:27][CH2:26][CH2:25][NH:24][C:23]([O:22][CH2:21][CH:20]([O:19][CH2:1][CH2:2][CH2:3][CH2:4][CH2:5][CH2:6][CH2:7][CH2:8][CH2:9][CH2:10][CH2:11][CH2:12][CH2:13][CH2:14][CH2:15][CH2:16][CH2:17][CH3:18])[CH2:64][O:65][CH2:66][CH2:67][CH2:68][CH2:69][CH2:70][CH2:71][CH2:72][CH2:73][CH2:74][CH2:75][CH2:76][CH2:77][CH2:78][CH2:79][CH2:80][CH2:81][CH2:82][CH3:83])=[O:63])[CH2:36][CH:35]([O:37][C:84](=[O:90])[CH2:85][CH2:86][C:87]([OH:89])=[O:88])[CH2:34]2)=[CH:46][CH:45]=1. The catalyst class is: 166. (3) Reactant: [N+:1]([C:4]1[N:9]=[CH:8][C:7]([N:10]2[CH:15]3[CH2:16][CH2:17][CH:11]2[CH2:12][N:13]([C:18]([O:20][C:21]([CH3:24])([CH3:23])[CH3:22])=[O:19])[CH2:14]3)=[CH:6][CH:5]=1)([O-])=O.[H][H]. Product: [NH2:1][C:4]1[N:9]=[CH:8][C:7]([N:10]2[CH:11]3[CH2:17][CH2:16][CH:15]2[CH2:14][N:13]([C:18]([O:20][C:21]([CH3:24])([CH3:23])[CH3:22])=[O:19])[CH2:12]3)=[CH:6][CH:5]=1. The catalyst class is: 19.